From a dataset of Full USPTO retrosynthesis dataset with 1.9M reactions from patents (1976-2016). Predict the reactants needed to synthesize the given product. Given the product [I:29][C:5]1[C:6](=[O:8])[NH:7][C:2]([CH3:1])=[CH:3][C:4]=1[O:9][CH2:10][C:11]1[CH:28]=[CH:27][CH:26]=[CH:25][C:12]=1[CH2:13][N:14]1[C:22](=[O:23])[C:21]2[C:16](=[CH:17][CH:18]=[CH:19][CH:20]=2)[C:15]1=[O:24], predict the reactants needed to synthesize it. The reactants are: [CH3:1][C:2]1[NH:7][C:6](=[O:8])[CH:5]=[C:4]([O:9][CH2:10][C:11]2[CH:28]=[CH:27][CH:26]=[CH:25][C:12]=2[CH2:13][N:14]2[C:22](=[O:23])[C:21]3[C:16](=[CH:17][CH:18]=[CH:19][CH:20]=3)[C:15]2=[O:24])[CH:3]=1.[I:29]N1C(=O)CCC1=O.ClC(Cl)C(O)=O.